This data is from Full USPTO retrosynthesis dataset with 1.9M reactions from patents (1976-2016). The task is: Predict the reactants needed to synthesize the given product. (1) Given the product [I:11][C:12]1[C:13]([C:5]([O:7][CH2:27][CH3:28])=[O:6])=[N:14][C:15]([O:18][CH3:19])=[N:16][CH:17]=1, predict the reactants needed to synthesize it. The reactants are: C(CC(=O)[C:5]([O-:7])=[O:6])C.OO.[I:11][C:12]1[CH:13]=[N:14][C:15]([O:18][CH3:19])=[N:16][CH:17]=1.S(=O)(=O)(O)O.[OH-].[Na+].[C:27]1(C)C=CC=C[CH:28]=1. (2) Given the product [Br:1][C:2]1[CH:7]=[CH:6][N:5]2[C:8](=[O:19])[N:9]([CH2:11][O:12][CH2:13][CH2:14][Si:15]([CH3:16])([CH3:17])[CH3:18])[N:10]=[C:4]2[C:3]=1[O:20][CH3:21], predict the reactants needed to synthesize it. The reactants are: [Br:1][C:2]1[CH:7]=[CH:6][N:5]2[C:8](=[O:19])[N:9]([CH2:11][O:12][CH2:13][CH2:14][Si:15]([CH3:18])([CH3:17])[CH3:16])[N:10]=[C:4]2[C:3]=1[O:20][CH2:21]OCC[Si](C)(C)C.C(=O)([O-])[O-].[Cs+].[Cs+].IC.CCOC(C)=O. (3) Given the product [F:9][C:8]([F:10])([CH:7]([O:6][C:1](=[O:5])[C:2]([CH3:4])=[CH2:3])[CH2:14][CH3:15])[C:11]([O-:13])=[O:12].[C:32]1([S+:25]([C:19]2[CH:20]=[CH:21][CH:22]=[CH:23][CH:24]=2)[C:26]2[CH:31]=[CH:30][CH:29]=[CH:28][CH:27]=2)[CH:33]=[CH:34][CH:35]=[CH:36][CH:37]=1, predict the reactants needed to synthesize it. The reactants are: [C:1]([O:6][CH:7]([CH2:14][CH3:15])[C:8]([C:11]([OH:13])=[O:12])([F:10])[F:9])(=[O:5])[C:2]([CH3:4])=[CH2:3].[OH-].[Na+].[Br-].[C:19]1([S+:25]([C:32]2[CH:37]=[CH:36][CH:35]=[CH:34][CH:33]=2)[C:26]2[CH:31]=[CH:30][CH:29]=[CH:28][CH:27]=2)[CH:24]=[CH:23][CH:22]=[CH:21][CH:20]=1. (4) The reactants are: Br[C:2]1[CH:16]=[C:15]([Cl:17])[CH:14]=[CH:13][C:3]=1[O:4][CH2:5][C:6]([O:8][C:9]([CH3:12])([CH3:11])[CH3:10])=[O:7].[CH3:18][O:19][C:20]1[CH:21]=[C:22](B(O)O)[CH:23]=[CH:24][C:25]=1[O:26][CH3:27]. Given the product [Cl:17][C:15]1[CH:14]=[CH:13][C:3]([O:4][CH2:5][C:6]([O:8][C:9]([CH3:12])([CH3:11])[CH3:10])=[O:7])=[C:2]([C:23]2[CH:22]=[CH:21][C:20]([O:19][CH3:18])=[C:25]([O:26][CH3:27])[CH:24]=2)[CH:16]=1, predict the reactants needed to synthesize it. (5) Given the product [Cl:17][C:18]1[CH:19]=[C:20]([CH2:21][N:2]([CH3:1])[CH2:3][CH2:4][CH2:5][NH:6][C:7]2[CH:16]=[CH:15][C:14]3[C:9](=[CH:10][CH:11]=[CH:12][CH:13]=3)[N:8]=2)[CH:23]=[CH:24][C:25]=1[Cl:26], predict the reactants needed to synthesize it. The reactants are: [CH3:1][NH:2][CH2:3][CH2:4][CH2:5][NH:6][C:7]1[CH:16]=[CH:15][C:14]2[C:9](=[CH:10][CH:11]=[CH:12][CH:13]=2)[N:8]=1.[Cl:17][C:18]1[CH:19]=[C:20]([CH:23]=[CH:24][C:25]=1[Cl:26])[CH:21]=O. (6) Given the product [F:15][CH2:16][CH2:17][O:12][CH2:11][C:5]1[CH:6]=[C:7]([CH2:9][OH:10])[CH:8]=[C:3]([O:2][CH3:1])[CH:4]=1, predict the reactants needed to synthesize it. The reactants are: [CH3:1][O:2][C:3]1[CH:4]=[C:5]([CH2:11][OH:12])[CH:6]=[C:7]([CH2:9][OH:10])[CH:8]=1.[H-].[Na+].[F:15][CH2:16][CH2:17]I.O.